Task: Predict the reactants needed to synthesize the given product.. Dataset: Full USPTO retrosynthesis dataset with 1.9M reactions from patents (1976-2016) (1) Given the product [F:1][C:2]1[CH:7]=[CH:6][C:5]([S:8]([N:11]2[CH2:16][CH2:15][CH:14]([C:17](=[O:22])[C:28]3[CH:27]=[CH:26][CH:25]=[C:24]([F:23])[CH:29]=3)[CH2:13][CH2:12]2)(=[O:10])=[O:9])=[CH:4][CH:3]=1, predict the reactants needed to synthesize it. The reactants are: [F:1][C:2]1[CH:7]=[CH:6][C:5]([S:8]([N:11]2[CH2:16][CH2:15][CH:14]([C:17](=[O:22])N(C)OC)[CH2:13][CH2:12]2)(=[O:10])=[O:9])=[CH:4][CH:3]=1.[F:23][C:24]1[CH:25]=[C:26]([Mg]Br)[CH:27]=[CH:28][CH:29]=1. (2) Given the product [C:14]([NH:18][C:2]1[C:7]([C:8]([O:10][CH2:11][CH3:12])=[O:9])=[CH:6][N:5]=[C:4]([Cl:13])[CH:3]=1)([CH3:17])([CH3:16])[CH3:15], predict the reactants needed to synthesize it. The reactants are: Cl[C:2]1[C:7]([C:8]([O:10][CH2:11][CH3:12])=[O:9])=[CH:6][N:5]=[C:4]([Cl:13])[CH:3]=1.[C:14]([NH2:18])([CH3:17])([CH3:16])[CH3:15]. (3) Given the product [I:5][C:6]1[CH:14]=[CH:13][C:12]([O:15][CH2:16][CH2:17][CH3:18])=[CH:11][C:7]=1[C:8]#[N:10], predict the reactants needed to synthesize it. The reactants are: O=S(Cl)Cl.[I:5][C:6]1[CH:14]=[CH:13][C:12]([O:15][CH2:16][CH2:17][CH3:18])=[CH:11][C:7]=1[C:8]([NH2:10])=O.O. (4) Given the product [NH2:1][C:2]1[N:7]=[CH:6][C:5]([CH2:8][CH:9]([CH:13]([SH:24])[CH2:14][CH2:15][C:16]2[CH:17]=[CH:18][C:19]([OH:22])=[CH:20][CH:21]=2)[C:10]([OH:12])=[O:11])=[CH:4][CH:3]=1, predict the reactants needed to synthesize it. The reactants are: [NH2:1][C:2]1[N:7]=[CH:6][C:5]([CH2:8][CH:9]([CH:13]([SH:24])[CH2:14][CH2:15][C:16]2[CH:21]=[CH:20][C:19]([O:22]C)=[CH:18][CH:17]=2)[C:10]([OH:12])=[O:11])=[CH:4][CH:3]=1.Cl. (5) Given the product [CH2:13]([N:3]([CH2:1][CH3:2])[C:4](=[O:12])[C:5]1[CH:10]=[CH:9][CH:8]=[N:7][C:6]=1[O:11][CH2:22][C:23]1[CH:28]=[CH:27][C:26]([CH2:29][OH:30])=[CH:25][CH:24]=1)[CH3:14], predict the reactants needed to synthesize it. The reactants are: [CH2:1]([N:3]([CH2:13][CH3:14])[C:4](=[O:12])[C:5]1[CH:10]=[CH:9][CH:8]=[N:7][C:6]=1[OH:11])[CH3:2].C([O-])([O-])=O.[K+].[K+].Cl[CH2:22][C:23]1[CH:28]=[CH:27][C:26]([CH2:29][OH:30])=[CH:25][CH:24]=1. (6) Given the product [OH:19][C:14]1[CH:15]=[CH:16][CH:17]=[CH:18][C:13]=1[C:4]1[N:3]=[C:2]([N:27]2[CH2:32][CH2:31][CH2:30][CH:29]([C:33]([OH:35])=[O:34])[CH2:28]2)[C:11]2[C:6](=[CH:7][C:8]([CH3:12])=[CH:9][CH:10]=2)[N:5]=1, predict the reactants needed to synthesize it. The reactants are: Cl[C:2]1[C:11]2[C:6](=[CH:7][C:8]([CH3:12])=[CH:9][CH:10]=2)[N:5]=[C:4]([C:13]2[CH:18]=[CH:17][CH:16]=[CH:15][C:14]=2[OH:19])[N:3]=1.C(N(CC)CC)C.[NH:27]1[CH2:32][CH2:31][CH2:30][CH:29]([C:33]([OH:35])=[O:34])[CH2:28]1.C(O)(C(F)(F)F)=O. (7) Given the product [Si:17]([O:5][CH2:4][CH2:3][NH:2][CH3:1])([C:13]([CH3:16])([CH3:15])[CH3:14])([C:24]1[CH:25]=[CH:26][CH:27]=[CH:28][CH:29]=1)[C:18]1[CH:23]=[CH:22][CH:21]=[CH:20][CH:19]=1, predict the reactants needed to synthesize it. The reactants are: [CH3:1][NH:2][CH2:3][CH2:4][OH:5].C(N(CC)CC)C.[C:13]([Si:17](Cl)([C:24]1[CH:29]=[CH:28][CH:27]=[CH:26][CH:25]=1)[C:18]1[CH:23]=[CH:22][CH:21]=[CH:20][CH:19]=1)([CH3:16])([CH3:15])[CH3:14]. (8) Given the product [CH2:32]([N:31]([CH2:30][C:11]([OH:29])([CH2:12][NH:13][C:14]1[CH:22]=[CH:21][CH:20]=[C:19]2[C:15]=1[CH:16]=[N:17][N:18]2[C:23]1[CH:28]=[CH:27][CH:26]=[CH:25][CH:24]=1)[C:10]([F:36])([F:35])[F:9])[C:6]([C:2]1[S:1][CH:5]=[CH:4][CH:3]=1)=[O:8])[CH2:33][CH3:34], predict the reactants needed to synthesize it. The reactants are: [S:1]1[CH:5]=[CH:4][CH:3]=[C:2]1[C:6]([OH:8])=O.[F:9][C:10]([F:36])([F:35])[C:11]([CH2:30][NH:31][CH2:32][CH2:33][CH3:34])([OH:29])[CH2:12][NH:13][C:14]1[CH:22]=[CH:21][CH:20]=[C:19]2[C:15]=1[CH:16]=[N:17][N:18]2[C:23]1[CH:28]=[CH:27][CH:26]=[CH:25][CH:24]=1.